This data is from Catalyst prediction with 721,799 reactions and 888 catalyst types from USPTO. The task is: Predict which catalyst facilitates the given reaction. (1) Reactant: CS(C)=O.C(Cl)(=O)C(Cl)=O.N#N.[CH3:13][N:14]([C:18]([C:31]1[CH:36]=[CH:35][CH:34]=[CH:33][CH:32]=1)([C:25]1[CH:30]=[CH:29][CH:28]=[CH:27][CH:26]=1)[C:19]1[CH:24]=[CH:23][CH:22]=[CH:21][CH:20]=1)[CH2:15][CH2:16][OH:17].C(N(CC)CC)C. Product: [CH3:13][N:14]([CH2:15][CH:16]=[O:17])[C:18]([C:19]1[CH:24]=[CH:23][CH:22]=[CH:21][CH:20]=1)([C:31]1[CH:32]=[CH:33][CH:34]=[CH:35][CH:36]=1)[C:25]1[CH:26]=[CH:27][CH:28]=[CH:29][CH:30]=1. The catalyst class is: 2. (2) The catalyst class is: 361. Product: [ClH:19].[NH2:12][C:13]1[N:18]=[C:17]([NH:11][C:8]2[CH:9]=[CH:10][C:5]([NH:4][C:2](=[O:3])[CH3:1])=[CH:6][CH:7]=2)[CH:16]=[C:15]([CH3:20])[N:14]=1. Reactant: [CH3:1][C:2]([NH:4][C:5]1[CH:10]=[CH:9][C:8]([NH2:11])=[CH:7][CH:6]=1)=[O:3].[NH2:12][C:13]1[N:18]=[C:17]([Cl:19])[CH:16]=[C:15]([CH3:20])[N:14]=1. (3) Reactant: N(C(OCC)=O)=NC(OCC)=O.C1(P(C2C=CC=CC=2)C2C=CC=CC=2)C=CC=CC=1.[C:32]1([C:43]2[CH:48]=[CH:47][CH:46]=[CH:45][CH:44]=2)[CH:37]=[CH:36][C:35](/[C:38](/[CH3:42])=[CH:39]/[CH2:40][OH:41])=[CH:34][CH:33]=1.[CH2:49]([O:51][C@@H:52]([CH2:58][C:59]1[CH:64]=[CH:63][C:62](O)=[CH:61][CH:60]=1)[C:53]([O:55][CH2:56][CH3:57])=[O:54])[CH3:50]. Product: [C:32]1([C:43]2[CH:44]=[CH:45][CH:46]=[CH:47][CH:48]=2)[CH:33]=[CH:34][C:35](/[C:38](/[CH3:42])=[CH:39]/[CH2:40][O:41][C:62]2[CH:61]=[CH:60][C:59]([CH2:58][C@H:52]([O:51][CH2:49][CH3:50])[C:53]([O:55][CH2:56][CH3:57])=[O:54])=[CH:64][CH:63]=2)=[CH:36][CH:37]=1. The catalyst class is: 1.